This data is from Forward reaction prediction with 1.9M reactions from USPTO patents (1976-2016). The task is: Predict the product of the given reaction. (1) Given the reactants [CH2:1]([C:9]1[CH:11](OCCC(O)=O)[CH:10]=1)[CH2:2][CH2:3][CH2:4][CH2:5][CH2:6][CH2:7][CH3:8].[OH-:18].[K+].CC[O:22][CH2:23]C, predict the reaction product. The product is: [CH2:1]([C:9]1[CH:11]([C:23]([OH:22])=[O:18])[CH:10]=1)[CH2:2][CH2:3][CH2:4][CH2:5][CH2:6][CH2:7][CH3:8]. (2) Given the reactants C([N:5]1[C:25](=[O:26])[N:8]2[C:9]([C:18]3[CH:23]=[CH:22][CH:21]=[CH:20][C:19]=3[CH3:24])=[C:10]([C:14]([CH3:17])([CH3:16])[CH3:15])[N:11]=[C:12]([Cl:13])[C:7]2=[N:6]1)(C)(C)C.[Cl-].[Cl-].[Cl-].[Al+3], predict the reaction product. The product is: [C:14]([C:10]1[N:11]=[C:12]([Cl:13])[C:7]2[N:8]([C:25](=[O:26])[NH:5][N:6]=2)[C:9]=1[C:18]1[CH:23]=[CH:22][CH:21]=[CH:20][C:19]=1[CH3:24])([CH3:17])([CH3:15])[CH3:16]. (3) Given the reactants C(O[C:4]([C:6]1[CH:11]=[CH:10][C:9]([O:12][CH2:13][C:14]2[C:15]([C:21]3[CH:26]=[CH:25][C:24]([F:27])=[CH:23][CH:22]=3)=[N:16][O:17][C:18]=2[CH2:19][OH:20])=[CH:8][N:7]=1)=[O:5])C.[F:28][C:29]([F:33])([F:32])[CH2:30][NH2:31], predict the reaction product. The product is: [F:28][C:29]([F:33])([F:32])[CH2:30][NH:31][C:4]([C:6]1[CH:11]=[CH:10][C:9]([O:12][CH2:13][C:14]2[C:15]([C:21]3[CH:22]=[CH:23][C:24]([F:27])=[CH:25][CH:26]=3)=[N:16][O:17][C:18]=2[CH2:19][OH:20])=[CH:8][N:7]=1)=[O:5]. (4) Given the reactants [NH2:1][C:2]1[NH:3][C:4]([C:7]([O:9][CH3:10])=[O:8])=[N:5][N:6]=1.[C:11](OC(=O)C)(=[O:13])[CH3:12], predict the reaction product. The product is: [C:11]([NH:1][C:2]1[NH:3][C:4]([C:7]([O:9][CH3:10])=[O:8])=[N:5][N:6]=1)(=[O:13])[CH3:12]. (5) Given the reactants [Cl:1][C:2]1[CH:7]=[CH:6][CH:5]=[C:4]([O:8][CH3:9])[N:3]=1.C([Li])(C)(C)C.CN(C)[CH:17]=[O:18].C(=O)=O, predict the reaction product. The product is: [Cl:1][C:2]1[N:3]=[C:4]([O:8][CH3:9])[C:5]([CH:17]=[O:18])=[CH:6][CH:7]=1. (6) Given the reactants I[C:2]1[CH:7]=[CH:6][C:5]([C:8]2[N:9]([C:18]3[CH:19]=[CH:20][C:21]([CH3:24])=[N:22][CH:23]=3)[CH:10]=[C:11]([C:13]3[S:14][CH:15]=[CH:16][N:17]=3)[N:12]=2)=[CH:4][CH:3]=1.[NH2:25][C:26]1[C:31]([N+:32]([O-:34])=[O:33])=[CH:30][CH:29]=[CH:28][N:27]=1.C([O-])([O-])=O.[Cs+].[Cs+].[I-], predict the reaction product. The product is: [CH3:24][C:21]1[N:22]=[CH:23][C:18]([N:9]2[CH:10]=[C:11]([C:13]3[S:14][CH:15]=[CH:16][N:17]=3)[N:12]=[C:8]2[C:5]2[CH:6]=[CH:7][C:2]([NH:25][C:26]3[C:31]([N+:32]([O-:34])=[O:33])=[CH:30][CH:29]=[CH:28][N:27]=3)=[CH:3][CH:4]=2)=[CH:19][CH:20]=1.